Predict the product of the given reaction. From a dataset of Forward reaction prediction with 1.9M reactions from USPTO patents (1976-2016). (1) Given the reactants N1[CH2:8][CH2:7][CH2:6][C@@H:2]1[C:3](O)=[O:4].C(N(C(C)C)C(C)C)C.[C:18]1(=[O:24])[CH2:23][CH2:22][CH2:21]C=C1.[C:25]1(CC=O)[CH:30]=[CH:29]C=[CH:27][CH:26]=1, predict the reaction product. The product is: [OH:24][C@H:18]1[C@@H:23]2[CH2:22][CH2:21][C@@H:6]([CH2:2][C:3]2=[O:4])[C@@H:7]1[C:8]1[CH:29]=[CH:30][CH:25]=[CH:26][CH:27]=1. (2) Given the reactants [F:1][C:2]([F:18])([CH2:14][CH:15]([CH3:17])[CH3:16])[CH2:3][O:4][C:5]1[CH:10]=[C:9]([CH3:11])[C:8]([NH2:12])=[CH:7][C:6]=1[CH3:13].[CH:19](OC)(OC)[O:20][CH3:21].O.C1(C)C=CC(S(O)(=O)=O)=CC=1.C(=O)([O-])O.[Na+], predict the reaction product. The product is: [F:1][C:2]([F:18])([CH2:14][CH:15]([CH3:16])[CH3:17])[CH2:3][O:4][C:5]1[C:6]([CH3:13])=[CH:7][C:8]([N:12]=[CH:19][O:20][CH3:21])=[C:9]([CH3:11])[CH:10]=1. (3) Given the reactants [OH-].[K+].[CH2:3]([O:5][C:6]([C:8]1[N:9](C(=O)C)[C:10]2[C:15]([C:16]=1[NH2:17])=[CH:14][CH:13]=[C:12]([Cl:18])[CH:11]=2)=[O:7])[CH3:4], predict the reaction product. The product is: [NH2:17][C:16]1[C:15]2[C:10](=[CH:11][C:12]([Cl:18])=[CH:13][CH:14]=2)[NH:9][C:8]=1[C:6]([O:5][CH2:3][CH3:4])=[O:7]. (4) Given the reactants C([Si]([O:8]/[C:9](/[C:12]1[C:21]2[C:16](=[CH:17][CH:18]=[CH:19][CH:20]=2)[CH:15]=[CH:14][CH:13]=1)=[CH:10]\[CH3:11])(C)C)(C)(C)C.CC[C@@H]1[C@@H]2C[C@H]([C@@H](OC3C4C(=CC=CC=4)C(O[C@@H](C4C=CN=C5C=4C=C(OC)C=C5)[C@@H]4N5C[C@H](CC)[C@@H](CC5)C4)=NN=3)C3C=CN=C4C=3C=C([O:43]C)C=C4)N(CC2)C1.CS(N)(=O)=O, predict the reaction product. The product is: [OH:43][C@H:10]([CH3:11])[C:9]([C:12]1[C:21]2[C:16](=[CH:17][CH:18]=[CH:19][CH:20]=2)[CH:15]=[CH:14][CH:13]=1)=[O:8]. (5) Given the reactants [CH3:1][N:2]1[CH2:7][CH2:6][NH:5][CH2:4][CH2:3]1.[Br:8][C:9]1[CH:10]=[C:11]([S:16](Cl)(=[O:18])=[O:17])[CH:12]=[N:13][C:14]=1[Cl:15], predict the reaction product. The product is: [Br:8][C:9]1[CH:10]=[C:11]([S:16]([N:5]2[CH2:6][CH2:7][N:2]([CH3:1])[CH2:3][CH2:4]2)(=[O:18])=[O:17])[CH:12]=[N:13][C:14]=1[Cl:15]. (6) Given the reactants [O:1]1[C:5]2[CH:6]=[CH:7][C:8]([CH:10]=O)=[CH:9][C:4]=2[CH2:3][CH2:2]1.Cl.[NH2:13]O.[OH-].[K+], predict the reaction product. The product is: [O:1]1[C:5]2[CH:6]=[CH:7][C:8]([C:10]#[N:13])=[CH:9][C:4]=2[CH2:3][CH2:2]1.